This data is from Reaction yield outcomes from USPTO patents with 853,638 reactions. The task is: Predict the reaction yield, written as a fraction of the theoretical maximum amount of product (1.0 means a 100% yield; for example, 0.34 means a 34% yield). (1) The reactants are [Cl:1][C:2]1[CH:7]=[CH:6][N:5]=[C:4]2[CH:8]=[C:9]([C:11](=[S:13])[NH2:12])[S:10][C:3]=12.CN(C=O)C.Cl[CH:20]([C:26]([CH3:28])=O)[C:21]([O:23][CH2:24][CH3:25])=[O:22]. The catalyst is C1COCC1. The product is [CH2:24]([O:23][C:21]([C:20]1[S:13][C:11]([C:9]2[S:10][C:3]3[C:4](=[N:5][CH:6]=[CH:7][C:2]=3[Cl:1])[CH:8]=2)=[N:12][C:26]=1[CH3:28])=[O:22])[CH3:25]. The yield is 0.540. (2) The reactants are [CH3:1][NH:2][CH2:3][CH2:4][C@H:5]([O:11][C:12]1[C:21]2[C:16](=[CH:17][CH:18]=[CH:19][CH:20]=2)[CH:15]=[CH:14][CH:13]=1)[C:6]1[S:10][CH:9]=[CH:8][CH:7]=1.[ClH:22].C(OCC)C. The catalyst is C(OCC)C. The product is [CH3:1][NH:2][CH2:3][CH2:4][C@H:5]([O:11][C:12]1[C:21]2[C:16](=[CH:17][CH:18]=[CH:19][CH:20]=2)[CH:15]=[CH:14][CH:13]=1)[C:6]1[S:10][CH:9]=[CH:8][CH:7]=1.[ClH:22]. The yield is 0.811.